Dataset: HIV replication inhibition screening data with 41,000+ compounds from the AIDS Antiviral Screen. Task: Binary Classification. Given a drug SMILES string, predict its activity (active/inactive) in a high-throughput screening assay against a specified biological target. (1) The molecule is COC(=O)C1CCC(=S)N1C(=O)OCc1ccccc1. The result is 0 (inactive). (2) The molecule is CCC12CCCN(Cc3ccccc3)C1c1c(n(C)c3ccccc13)CC2.Cl. The result is 0 (inactive). (3) The compound is O=C(Nc1ccc(F)cc1)C(=O)C(C(=O)c1ccccc1F)C1OC(=O)c2ccccc21. The result is 0 (inactive). (4) The result is 0 (inactive). The drug is CN=C(NC)c1ncn(C2OC(CO)C(O)C2O)n1.Cl. (5) The compound is Cc1ccc(S(=O)(=O)N2c3ccccc3C3CCC=CC32)cc1. The result is 0 (inactive).